From a dataset of Catalyst prediction with 721,799 reactions and 888 catalyst types from USPTO. Predict which catalyst facilitates the given reaction. (1) Reactant: [O:1]=[C:2]1[NH:8][CH2:7][CH2:6][CH2:5][N:4]2[C:9]3[N:15]=[C:14]([C:16]([O:18]CC)=[O:17])[CH:13]=[CH:12][C:10]=3[CH:11]=[C:3]12.[OH-].[Na+]. Product: [O:1]=[C:2]1[NH:8][CH2:7][CH2:6][CH2:5][N:4]2[C:9]3[N:15]=[C:14]([C:16]([OH:18])=[O:17])[CH:13]=[CH:12][C:10]=3[CH:11]=[C:3]12. The catalyst class is: 8. (2) Reactant: [ClH:1].[N:2]12[CH2:9][CH2:8][CH:5]([CH2:6][CH2:7]1)[CH:4]([CH2:10][C:11]([NH:13][C:14]1[CH:19]=[CH:18][C:17](Br)=[CH:16][CH:15]=1)=[O:12])[CH2:3]2.[F:21][C:22]1[CH:27]=[CH:26][C:25](B(O)O)=[CH:24][CH:23]=1.C(=O)([O-])[O-].[Na+].[Na+]. The catalyst class is: 9. Product: [ClH:1].[N:2]12[CH2:9][CH2:8][CH:5]([CH2:6][CH2:7]1)[CH:4]([CH2:10][C:11]([NH:13][C:14]1[CH:19]=[CH:18][C:17]([C:25]3[CH:26]=[CH:27][C:22]([F:21])=[CH:23][CH:24]=3)=[CH:16][CH:15]=1)=[O:12])[CH2:3]2. (3) Reactant: [F:1][C:2]1[CH:3]=[C:4]([C:10]2[N:11]=[C:12]([CH3:27])[C:13]3[C:18](I)=[CH:17][N:16](C(OC(C)(C)C)=O)[C:14]=3[N:15]=2)[CH:5]=[CH:6][C:7]=1[O:8][CH3:9].[O-]P([O-])([O-])=O.[K+].[K+].[K+].[CH3:36][O:37][C:38](=[O:42])[CH2:39][CH2:40][SH:41].N1CCC[C@H]1C(O)=O. Product: [F:1][C:2]1[CH:3]=[C:4]([C:10]2[N:11]=[C:12]([CH3:27])[C:13]3[C:18]([S:41][CH2:40][CH2:39][C:38]([O:37][CH3:36])=[O:42])=[CH:17][NH:16][C:14]=3[N:15]=2)[CH:5]=[CH:6][C:7]=1[O:8][CH3:9]. The catalyst class is: 122. (4) Reactant: [F:1][C:2]1[CH:13]=[CH:12][C:5]2[N:6]([CH3:11])[C:7](=[O:10])[N:8]([CH3:9])[C:4]=2[CH:3]=1.[N+:14]([O-])([OH:16])=[O:15]. Product: [F:1][C:2]1[C:13]([N+:14]([O-:16])=[O:15])=[CH:12][C:5]2[N:6]([CH3:11])[C:7](=[O:10])[N:8]([CH3:9])[C:4]=2[CH:3]=1. The catalyst class is: 1. (5) Reactant: [NH2:1][C:2]1[CH:7]=[C:6]([O:8][C:9]([F:12])([F:11])[F:10])[CH:5]=[CH:4][C:3]=1[CH2:13][CH2:14][C:15]([O:17]CC)=O.Cl.[OH-].[Na+]. Product: [F:10][C:9]([F:12])([F:11])[O:8][C:6]1[CH:7]=[C:2]2[C:3]([CH2:13][CH2:14][C:15](=[O:17])[NH:1]2)=[CH:4][CH:5]=1. The catalyst class is: 52. (6) Reactant: O=[CH:2][C@H:3]([CH2:5][OH:6])[OH:4].[CH3:7][CH:8]([O:10][C:11]1[CH:18]=[CH:17][C:16]([C:19]2[S:20][C:21]([N:24]3[C:32]([CH3:33])=[C:27]4[CH2:28][NH:29][CH2:30][CH2:31][C:26]4=[N:25]3)=[N:22][N:23]=2)=[CH:15][C:12]=1[C:13]#[N:14])[CH3:9].C(O[BH-](OC(=O)C)OC(=O)C)(=O)C.[Na+].C([O-])(O)=O.[Na+]. Product: [OH:4][C@@H:3]([CH2:5][OH:6])[CH2:2][N:29]1[CH2:30][CH2:31][C:26]2=[N:25][N:24]([C:21]3[S:20][C:19]([C:16]4[CH:17]=[CH:18][C:11]([O:10][CH:8]([CH3:9])[CH3:7])=[C:12]([CH:15]=4)[C:13]#[N:14])=[N:23][N:22]=3)[C:32]([CH3:33])=[C:27]2[CH2:28]1. The catalyst class is: 98.